From a dataset of Catalyst prediction with 721,799 reactions and 888 catalyst types from USPTO. Predict which catalyst facilitates the given reaction. (1) Product: [CH2:1]([C:5]1[N:6]([CH2:14][C:15]2[CH:20]=[CH:19][C:18]([C:21]3[CH:26]=[CH:25][CH:24]=[CH:23][C:22]=3[C:27]3[N:28]=[N:29][N:30]([C:39]([C:40]4[CH:45]=[CH:44][CH:43]=[CH:42][CH:41]=4)([C:52]4[CH:53]=[CH:54][CH:55]=[CH:56][CH:57]=4)[C:46]4[CH:47]=[CH:48][CH:49]=[CH:50][CH:51]=4)[N:31]=3)=[CH:17][CH:16]=2)[C:7]([C:11]([OH:13])=[O:12])=[C:8]([Cl:10])[N:9]=1)[CH2:2][CH2:3][CH3:4]. The catalyst class is: 2. Reactant: [CH2:1]([C:5]1[N:6]([CH2:14][C:15]2[CH:20]=[CH:19][C:18]([C:21]3[CH:26]=[CH:25][CH:24]=[CH:23][C:22]=3[C:27]3[NH:31][N:30]=[N:29][N:28]=3)=[CH:17][CH:16]=2)[C:7]([C:11]([OH:13])=[O:12])=[C:8]([Cl:10])[N:9]=1)[CH2:2][CH2:3][CH3:4].C(N(CC)CC)C.[C:39](Cl)([C:52]1[CH:57]=[CH:56][CH:55]=[CH:54][CH:53]=1)([C:46]1[CH:51]=[CH:50][CH:49]=[CH:48][CH:47]=1)[C:40]1[CH:45]=[CH:44][CH:43]=[CH:42][CH:41]=1. (2) Reactant: [NH:1]1[C:9]2[C:4](=[CH:5][CH:6]=[CH:7][CH:8]=2)[C:3]2([C:18]3[C:13](=[CH:14][C:15]4[O:21][CH2:20][CH2:19][C:16]=4[CH:17]=3)[O:12][CH2:11][CH2:10]2)[C:2]1=[O:22].CC(C)=O.Br[CH2:28][C:29]1[O:30][C:31]([C:34]([F:37])([F:36])[F:35])=[CH:32][CH:33]=1.BrCC1CCCCO1. Product: [F:35][C:34]([F:37])([F:36])[C:31]1[O:30][C:29]([CH2:28][N:1]2[C:9]3[C:4](=[CH:5][CH:6]=[CH:7][CH:8]=3)[C:3]3([C:18]4[C:13](=[CH:14][C:15]5[O:21][CH2:20][CH2:19][C:16]=5[CH:17]=4)[O:12][CH2:11][CH2:10]3)[C:2]2=[O:22])=[CH:33][CH:32]=1. The catalyst class is: 131. (3) Reactant: [Cl:1][CH2:2][CH2:3][OH:4].C([N-]C(C)C)(C)C.[Li+].[Br:13][C:14]1[CH:19]=[C:18](F)[C:17]([N+:21]([O-:23])=[O:22])=[CH:16][C:15]=1[CH:24]([F:26])[F:25].O. Product: [Br:13][C:14]1[CH:19]=[C:18]([O:4][CH2:3][CH2:2][Cl:1])[C:17]([N+:21]([O-:23])=[O:22])=[CH:16][C:15]=1[CH:24]([F:25])[F:26]. The catalyst class is: 1. (4) Reactant: N1C=CC=CC=1.Cl.CN(C)CCCN=C=NCC.[NH2:19][C:20]1[C:21]([OH:30])=[C:22]([CH:27]=[CH:28][CH:29]=1)[C:23]([O:25][CH3:26])=[O:24].[N:31]1([C:37]2[N:38]=[C:39]([CH2:44][C:45]([O-])=[O:46])[NH:40][C:41](=[O:43])[CH:42]=2)[CH2:36][CH2:35][O:34][CH2:33][CH2:32]1.[Na+]. Product: [OH:30][C:21]1[C:20]([NH:19][C:45](=[O:46])[CH2:44][C:39]2[NH:40][C:41](=[O:43])[CH:42]=[C:37]([N:31]3[CH2:36][CH2:35][O:34][CH2:33][CH2:32]3)[N:38]=2)=[CH:29][CH:28]=[CH:27][C:22]=1[C:23]([O:25][CH3:26])=[O:24]. The catalyst class is: 9. (5) Reactant: C[O:2][C:3]1[CH:4]=[N:5][CH:6]=[C:7]([CH:10]=1)[C:8]#[N:9].Cl.N1C=CC=CC=1.O.C(=O)(O)[O-].[Na+]. Product: [OH:2][C:3]1[CH:4]=[N:5][CH:6]=[C:7]([CH:10]=1)[C:8]#[N:9]. The catalyst class is: 27. (6) Reactant: [H-].[H-].[H-].[H-].[Li+].[Al+3].[CH3:7][C@:8]([S:29]C([C@@]12C(C)(C)C(C)(CC1)C(=O)O2)=O)([CH2:26][CH2:27][CH3:28])[CH2:9][CH2:10][O:11]C(=O)C1C=C([N+]([O-])=O)C=C([N+]([O-])=O)C=1. Product: [SH:29][C@@:8]([CH3:7])([CH2:26][CH2:27][CH3:28])[CH2:9][CH2:10][OH:11]. The catalyst class is: 332.